From a dataset of Catalyst prediction with 721,799 reactions and 888 catalyst types from USPTO. Predict which catalyst facilitates the given reaction. Reactant: F[B-](F)(F)F.[C:6]1(=[O:20])[N:10](OC(N(C)C)=[N+](C)C)[C:9](=[O:19])[CH2:8][CH2:7]1.[C:21]([O:25][CH2:26][C@H:27]([NH:31][C:32]([O:34][C:35]([CH3:38])([CH3:37])[CH3:36])=[O:33])[C:28]([OH:30])=[O:29])([CH3:24])([CH3:23])[CH3:22].C(N(CC)CC)C. Product: [O:19]=[C:9]1[CH2:8][CH2:7][C:6](=[O:20])[N:10]1[O:29][C:28](=[O:30])[C@@H:27]([NH:31][C:32]([O:34][C:35]([CH3:38])([CH3:37])[CH3:36])=[O:33])[CH2:26][O:25][C:21]([CH3:23])([CH3:24])[CH3:22]. The catalyst class is: 42.